This data is from Reaction yield outcomes from USPTO patents with 853,638 reactions. The task is: Predict the reaction yield, written as a fraction of the theoretical maximum amount of product (1.0 means a 100% yield; for example, 0.34 means a 34% yield). (1) The reactants are [CH3:1][N:2]1[C:6]2[CH:7]=[CH:8][C:9]([C:11]([OH:13])=O)=[CH:10][C:5]=2[NH:4][C:3]1=[O:14].[NH:15]1[CH2:20][CH2:19][CH2:18][C@@H:17]2[C:21]3[CH:22]=[CH:23][CH:24]=[CH:25][C:26]=3[CH2:27][C@H:16]12.F[P-](F)(F)(F)(F)F.N1(OC(N(C)C)=[N+](C)C)C2N=CC=CC=2N=N1. No catalyst specified. The product is [N:15]1([C:11]([C:9]2[CH:8]=[CH:7][C:6]3[N:2]([CH3:1])[C:3](=[O:14])[NH:4][C:5]=3[CH:10]=2)=[O:13])[CH2:20][CH2:19][CH2:18][C@@H:17]2[C:21]3[CH:22]=[CH:23][CH:24]=[CH:25][C:26]=3[CH2:27][C@H:16]12. The yield is 0.270. (2) The reactants are [N+:1]([C:4]1[CH:5]=[CH:6][C:7]2[O:12][C@:11]([CH3:18])([CH:13]([O:16][CH3:17])[O:14][CH3:15])[C@@H:10]3[O:19][C@@H:9]3[C:8]=2[CH:20]=1)([O-:3])=[O:2].[CH3:21][C:22]1[CH:27]=[C:26]([CH3:28])[CH:25]=[C:24]([CH3:29])[C:23]=1[NH:30][CH2:31][C:32]1[N:33]=[N:34][N:35]([CH3:37])[N:36]=1. No catalyst specified. The product is [N+:1]([C:4]1[CH:5]=[CH:6][C:7]2[O:12][C@:11]([CH3:18])([CH:13]([O:16][CH3:17])[O:14][CH3:15])[C@H:10]([OH:19])[C@@H:9]([N:30]([C:23]3[C:24]([CH3:29])=[CH:25][C:26]([CH3:28])=[CH:27][C:22]=3[CH3:21])[CH2:31][C:32]3[N:33]=[N:34][N:35]([CH3:37])[N:36]=3)[C:8]=2[CH:20]=1)([O-:3])=[O:2]. The yield is 0.350. (3) The reactants are CS[C:3]1[CH:8]=[CH:7][CH:6]=[CH:5][C:4]=1[C:9]1[NH:13][CH:12]=[C:11]([CH:14]=[O:15])[CH:10]=1.Cl[C:17]1C=CC=C(C(OO)=O)C=1.[S:27]([O-:31])([O-])(=[O:29])=S.[Na+].[Na+]. The catalyst is C(OCC)(=O)C. The product is [CH3:17][S:27]([C:3]1[CH:8]=[CH:7][CH:6]=[CH:5][C:4]=1[C:9]1[NH:13][CH:12]=[C:11]([CH:14]=[O:15])[CH:10]=1)(=[O:31])=[O:29]. The yield is 0.780. (4) The reactants are [CH3:1][C:2]1([CH3:20])[CH2:6][C:5]2[C:7]([CH3:19])=[C:8]([N:13]3[CH2:18][CH2:17][NH:16][CH2:15][CH2:14]3)[C:9]([CH3:12])=[C:10]([CH3:11])[C:4]=2[O:3]1.Cl[C:22]1[N:27]2[N:28]=[CH:29][CH:30]=[C:26]2[N:25]=[C:24]([CH3:31])[CH:23]=1.C(N(C(C)C)CC)(C)C.N1CCNCC1. The catalyst is C(OCC)(=O)C.C1COCC1. The product is [CH3:31][C:24]1[CH:23]=[C:22]([N:16]2[CH2:15][CH2:14][N:13]([C:8]3[C:9]([CH3:12])=[C:10]([CH3:11])[C:4]4[O:3][C:2]([CH3:20])([CH3:1])[CH2:6][C:5]=4[C:7]=3[CH3:19])[CH2:18][CH2:17]2)[N:27]2[N:28]=[CH:29][CH:30]=[C:26]2[N:25]=1. The yield is 0.350.